Predict which catalyst facilitates the given reaction. From a dataset of Catalyst prediction with 721,799 reactions and 888 catalyst types from USPTO. (1) Reactant: [CH3:1][N:2]1[CH2:7][CH2:6][N:5]([C:8]([C:10]2[CH:16]=[CH:15][C:13]([NH2:14])=[CH:12][C:11]=2[C:17]([F:20])([F:19])[F:18])=O)[CH2:4][CH2:3]1.CSC.B.O1CCCC1.Cl.[OH-].[Na+]. Product: [CH3:1][N:2]1[CH2:7][CH2:6][N:5]([CH2:8][C:10]2[CH:16]=[CH:15][C:13]([NH2:14])=[CH:12][C:11]=2[C:17]([F:20])([F:18])[F:19])[CH2:4][CH2:3]1. The catalyst class is: 7. (2) Reactant: [Br:1][C:2]1[CH:11]=[CH:10][C:9]2[N:8]=[CH:7][C:6]3[NH:12][C:13](=[O:25])[N:14]([C:15]4[C:16]([CH3:24])=[N:17][N:18]([CH2:20][C:21]([OH:23])=O)[CH:19]=4)[C:5]=3[C:4]=2[CH:3]=1.[B-](F)(F)(F)F.CN(C(ON1C(=O)C=CC=C1)=[N+](C)C)C.[CH3:46][N:47]1[CH2:52][CH2:51][NH:50][CH2:49][CH2:48]1. Product: [Br:1][C:2]1[CH:11]=[CH:10][C:9]2[N:8]=[CH:7][C:6]3[NH:12][C:13](=[O:25])[N:14]([C:15]4[C:16]([CH3:24])=[N:17][N:18]([CH2:20][C:21]([N:50]5[CH2:51][CH2:52][N:47]([CH3:46])[CH2:48][CH2:49]5)=[O:23])[CH:19]=4)[C:5]=3[C:4]=2[CH:3]=1. The catalyst class is: 44. (3) Reactant: [F:1][C:2]([F:7])([F:6])[C:3]([OH:5])=[O:4].[Cl:8][C:9]1[CH:14]=[CH:13][C:12]([NH:15][C:16]([C:18]2([F:31])[CH2:23][CH2:22][CH2:21][N:20](C(OC(C)(C)C)=O)[CH2:19]2)=[O:17])=[CH:11][CH:10]=1. Product: [F:1][C:2]([F:7])([F:6])[C:3]([OH:5])=[O:4].[Cl:8][C:9]1[CH:14]=[CH:13][C:12]([NH:15][C:16]([C:18]2([F:31])[CH2:23][CH2:22][CH2:21][NH:20][CH2:19]2)=[O:17])=[CH:11][CH:10]=1. The catalyst class is: 4. (4) Reactant: [C:1]([OH:9])(=[O:8])[C:2]1[CH:7]=[CH:6][CH:5]=[CH:4][CH:3]=1.[OH-].[Na+:11]. Product: [C:1]([O-:9])(=[O:8])[C:2]1[CH:7]=[CH:6][CH:5]=[CH:4][CH:3]=1.[Na+:11]. The catalyst class is: 24. (5) Reactant: N1[CH:5]=[CH:4]N=C1.B([O-])[O-].[C:9](O)([C:11](F)(F)F)=O.O. Product: [C:11]1([C:5]2[CH:4]=[CH:11][CH:9]=[CH:11][CH:9]=2)[CH:9]=[CH:4][CH:5]=[CH:5][CH:4]=1. The catalyst class is: 5.